Dataset: Full USPTO retrosynthesis dataset with 1.9M reactions from patents (1976-2016). Task: Predict the reactants needed to synthesize the given product. (1) Given the product [CH3:1][C:2]1[CH:7]=[C:6]([N+:8]([O-:10])=[O:9])[CH:5]=[CH:4][C:3]=1[N:11]=[C:12]1[N:18]([CH2:17][CH:16]([CH2:19][CH3:20])[CH2:14][CH3:15])[C:23](=[O:24])[CH:22]([CH3:26])[S:13]1, predict the reactants needed to synthesize it. The reactants are: [CH3:1][C:2]1[CH:7]=[C:6]([N+:8]([O-:10])=[O:9])[CH:5]=[CH:4][C:3]=1[N:11]=[C:12]=[S:13].[CH2:14]([CH:16]([CH2:19][CH3:20])[CH2:17][NH2:18])[CH3:15].Cl[CH:22]([CH3:26])[C:23](O)=[O:24]. (2) Given the product [CH:32]1[C:33]2[C:38](=[CH:37][CH:36]=[CH:35][CH:34]=2)[CH:39]=[CH:40][C:31]=1[C:29]1[CH:28]=[CH:27][N:26]=[C:13]([N:15]2[CH2:16][CH2:17][CH:18]([C:21](=[S:22])[NH2:23])[CH2:19][CH2:20]2)[N:30]=1, predict the reactants needed to synthesize it. The reactants are: FC(F)(F)C(O)=O.C(O[C:13]([N:15]1[CH2:20][CH2:19][CH:18]([C:21]([NH2:23])=[S:22])[CH2:17][CH2:16]1)=O)(C)(C)C.ClC1[N:30]=[C:29]([C:31]2[CH:40]=[CH:39][C:38]3[C:33](=[CH:34][CH:35]=[CH:36][CH:37]=3)[CH:32]=2)[CH:28]=[CH:27][N:26]=1.C(N(C(C)C)CC)(C)C. (3) The reactants are: C([O:8][C:9]1[CH:14]=[CH:13][C:12]([N:15]2[C:19]3=[N:20][CH:21]=[C:22]([O:24][CH2:25][CH:26]([F:28])[F:27])[CH:23]=[C:18]3[N:17]([CH2:29][CH3:30])[C:16]2=[O:31])=[CH:11][CH:10]=1)C1C=CC=CC=1. Given the product [F:28][CH:26]([F:27])[CH2:25][O:24][C:22]1[CH:23]=[C:18]2[N:17]([CH2:29][CH3:30])[C:16](=[O:31])[N:15]([C:12]3[CH:11]=[CH:10][C:9]([OH:8])=[CH:14][CH:13]=3)[C:19]2=[N:20][CH:21]=1, predict the reactants needed to synthesize it. (4) The reactants are: [CH3:1][O-:2].[Na+].Br[CH:5](Br)[C:6]1[CH:15]=[CH:14][C:9]([C:10]([O:12][CH3:13])=[O:11])=[CH:8][N:7]=1.[CH3:17][OH:18]. Given the product [CH3:1][O:2][CH:5]([O:18][CH3:17])[C:6]1[CH:15]=[CH:14][C:9]([C:10]([O:12][CH3:13])=[O:11])=[CH:8][N:7]=1, predict the reactants needed to synthesize it.